From a dataset of Full USPTO retrosynthesis dataset with 1.9M reactions from patents (1976-2016). Predict the reactants needed to synthesize the given product. Given the product [CH:63]([N:65]1[CH2:69][CH2:68][CH2:67][C:66]1=[O:70])=[CH2:64].[C:18]([OH:20])(=[O:19])[CH:17]=[CH2:16], predict the reactants needed to synthesize it. The reactants are: CCCCCCCCCCCCCCC[CH2:16][CH2:17][C:18]([O:20]CCCCCCCCCCCCCC(C)C)=[O:19].C(O)CCCCCO.C(CC(C)(C)C(O[O-])=O)(C)(C)C.C([O-])(=O)C(C)=C.[CH:63]([N:65]1[CH2:69][CH2:68][CH2:67][C:66]1=[O:70])=[CH2:64].